Dataset: Forward reaction prediction with 1.9M reactions from USPTO patents (1976-2016). Task: Predict the product of the given reaction. (1) Given the reactants [NH:1]1[C:9]2[C:4](=[CH:5][CH:6]=[CH:7][CH:8]=2)[C:3]([C:10]([OH:12])=O)=[N:2]1.[CH3:13][NH2+:14][CH3:15].ON1C2C=CC=CC=2N=N1.Cl.C(N=C=NCCCN(C)C)C.O, predict the reaction product. The product is: [CH3:13][N:14]([CH3:15])[C:10]([C:3]1[C:4]2[C:9](=[CH:8][CH:7]=[CH:6][CH:5]=2)[NH:1][N:2]=1)=[O:12]. (2) Given the reactants [CH:1]1([C:4]([NH:6][C:7]2[N:8]=[C:9]3[CH:14]=[CH:13][C:12]([S:15][C:16]4[CH:24]=[CH:23][CH:22]=[CH:21][C:17]=4[C:18](O)=[O:19])=[N:11][N:10]3[CH:25]=2)=[O:5])[CH2:3][CH2:2]1.CN.O1CCCC1.F[P-](F)(F)(F)(F)F.[N:40]1(OC(N(C)C)=[N+](C)C)[C:44]2N=CC=CC=2N=N1, predict the reaction product. The product is: [CH:1]1([C:4]([NH:6][C:7]2[N:8]=[C:9]3[CH:14]=[CH:13][C:12]([S:15][C:16]4[CH:24]=[CH:23][CH:22]=[CH:21][C:17]=4[C:18]([NH:40][CH3:44])=[O:19])=[N:11][N:10]3[CH:25]=2)=[O:5])[CH2:2][CH2:3]1. (3) Given the reactants Br[C:2]1[CH:7]=[CH:6][C:5]([N:8]2[C:13]3=[N:14][C:15]4[C:20]([Cl:21])=[CH:19][CH:18]=[C:17]([CH:22]([O:27][CH:28]([F:30])[F:29])[C:23]([F:26])([F:25])[F:24])[C:16]=4[N:12]3[CH2:11][CH2:10][CH2:9]2)=[C:4]([CH3:31])[CH:3]=1.[CH3:32][S:33]([O-:35])=[O:34].[Na+].N1CCC[C@H]1C(O)=O.[OH-].[Na+].[Cl-].[NH4+], predict the reaction product. The product is: [Cl:21][C:20]1[C:15]2[N:14]=[C:13]3[N:8]([C:5]4[CH:6]=[CH:7][C:2]([S:33]([CH3:32])(=[O:35])=[O:34])=[CH:3][C:4]=4[CH3:31])[CH2:9][CH2:10][CH2:11][N:12]3[C:16]=2[C:17]([CH:22]([O:27][CH:28]([F:29])[F:30])[C:23]([F:24])([F:25])[F:26])=[CH:18][CH:19]=1. (4) The product is: [Cl:1][C:2]1[C:3]([C:8]2[CH:9]=[C:10]3[C:11](=[C:13]([O:15][C:16]4[CH:17]=[CH:18][C:19]([S:22]([CH3:25])(=[O:24])=[O:23])=[CH:20][CH:21]=4)[CH:14]=2)[NH:12][N:39]=[CH:26]3)=[N:4][CH:5]=[CH:6][CH:7]=1. Given the reactants [Cl:1][C:2]1[C:3]([C:8]2[CH:14]=[C:13]([O:15][C:16]3[CH:21]=[CH:20][C:19]([S:22]([CH3:25])(=[O:24])=[O:23])=[CH:18][CH:17]=3)[C:11]([NH2:12])=[C:10]([CH3:26])[CH:9]=2)=[N:4][CH:5]=[CH:6][CH:7]=1.C([O-])(=O)C.[K+].C(OC(=O)C)(=O)C.[N:39](OCCC(C)C)=O.C(=O)([O-])[O-].[K+].[K+], predict the reaction product.